Dataset: Full USPTO retrosynthesis dataset with 1.9M reactions from patents (1976-2016). Task: Predict the reactants needed to synthesize the given product. (1) Given the product [NH2:13][S:10]([C:7]1[CH:8]=[CH:9][C:4]([C:1]([N:16]([CH3:17])[CH3:14])=[O:2])=[CH:5][CH:6]=1)(=[O:12])=[O:11], predict the reactants needed to synthesize it. The reactants are: [C:1]([C:4]1[CH:9]=[CH:8][C:7]([S:10]([NH2:13])(=[O:12])=[O:11])=[CH:6][CH:5]=1)(O)=[O:2].[C:14](N1C=CN=C1)([N:16]1C=CN=[CH:17]1)=O.CNC. (2) Given the product [CH3:1][C:2]1[CH:7]=[CH:6][CH:5]=[C:4]([CH3:8])[C:3]=1[C:9]1[N:14]=[C:13]([CH2:15][OH:16])[C:12]([F:17])=[CH:11][CH:10]=1, predict the reactants needed to synthesize it. The reactants are: [CH3:1][C:2]1[CH:7]=[CH:6][CH:5]=[C:4]([CH3:8])[C:3]=1[C:9]1[N:14]=[C:13]([CH:15]=[O:16])[C:12]([F:17])=[CH:11][CH:10]=1.[BH4-].[Na+].